From a dataset of TCR-epitope binding with 47,182 pairs between 192 epitopes and 23,139 TCRs. Binary Classification. Given a T-cell receptor sequence (or CDR3 region) and an epitope sequence, predict whether binding occurs between them. (1) The epitope is CINGVCWTV. The TCR CDR3 sequence is CASSWRQGATNYGYTF. Result: 1 (the TCR binds to the epitope). (2) The epitope is ATDALMTGY. The TCR CDR3 sequence is CASRTGTSNTGELFF. Result: 1 (the TCR binds to the epitope).